From a dataset of Catalyst prediction with 721,799 reactions and 888 catalyst types from USPTO. Predict which catalyst facilitates the given reaction. (1) Reactant: [OH:1][C:2]1[CH:11]=[C:10]2[C:5]([C:6]([O:12][C:13]3[CH:18]=[CH:17][C:16]([NH:19][C:20](=[O:27])[C:21]4[CH:26]=[CH:25][CH:24]=[CH:23][CH:22]=4)=[CH:15][CH:14]=3)=[CH:7][CH:8]=[N:9]2)=[CH:4][C:3]=1[O:28][CH3:29].[C:30]([O:34][C:35]([N:37]1[CH2:41][CH2:40][CH2:39][C@H:38]1[CH2:42]Br)=[O:36])([CH3:33])([CH3:32])[CH3:31].C([O-])([O-])=O.[K+].[K+]. Product: [C:30]([O:34][C:35]([N:37]1[CH2:41][CH2:40][CH2:39][CH:38]1[CH2:42][O:1][C:2]1[CH:11]=[C:10]2[C:5]([C:6]([O:12][C:13]3[CH:14]=[CH:15][C:16]([NH:19][C:20](=[O:27])[C:21]4[CH:26]=[CH:25][CH:24]=[CH:23][CH:22]=4)=[CH:17][CH:18]=3)=[CH:7][CH:8]=[N:9]2)=[CH:4][C:3]=1[O:28][CH3:29])=[O:36])([CH3:33])([CH3:31])[CH3:32]. The catalyst class is: 3. (2) Reactant: [Br:1][C:2]1[C:3]([CH2:10][CH3:11])=[C:4]([CH:7]=[CH:8][CH:9]=1)[CH:5]=[O:6].[BH4-].[Na+]. Product: [Br:1][C:2]1[C:3]([CH2:10][CH3:11])=[C:4]([CH2:5][OH:6])[CH:7]=[CH:8][CH:9]=1. The catalyst class is: 5. (3) Reactant: [OH-].[Na+].C[O:4][C:5](=[O:43])[CH2:6][C@H:7]1[CH2:12][CH2:11][C@H:10]([C:13]2[CH:18]=[CH:17][C:16]([NH:19][C:20](=[O:42])[CH2:21][CH2:22][NH:23][C:24]([C:26]3[N:27]=[C:28]([C:35]4[CH:40]=[CH:39][CH:38]=[CH:37][C:36]=4[Cl:41])[O:29][C:30]=3[C:31]([F:34])([F:33])[F:32])=[O:25])=[CH:15][CH:14]=2)[CH2:9][CH2:8]1. Product: [Cl:41][C:36]1[CH:37]=[CH:38][CH:39]=[CH:40][C:35]=1[C:28]1[O:29][C:30]([C:31]([F:34])([F:32])[F:33])=[C:26]([C:24]([NH:23][CH2:22][CH2:21][C:20]([NH:19][C:16]2[CH:15]=[CH:14][C:13]([C@H:10]3[CH2:9][CH2:8][C@H:7]([CH2:6][C:5]([OH:43])=[O:4])[CH2:12][CH2:11]3)=[CH:18][CH:17]=2)=[O:42])=[O:25])[N:27]=1. The catalyst class is: 87. (4) Reactant: [NH2:1][C:2]1[N:7]=[CH:6][N:5]=[C:4]2[N:8]([CH:15]([C:17]3[CH:22]=[C:21]([Cl:23])[C:20]([CH3:24])=[C:19]([Br:25])[C:18]=3[O:26][CH3:27])[CH3:16])[N:9]=[C:10]([CH:11]([OH:14])CO)[C:3]=12.C(O)(=O)C.I([O-])(=O)(=O)=O.[Na+]. Product: [NH2:1][C:2]1[N:7]=[CH:6][N:5]=[C:4]2[N:8]([CH:15]([C:17]3[CH:22]=[C:21]([Cl:23])[C:20]([CH3:24])=[C:19]([Br:25])[C:18]=3[O:26][CH3:27])[CH3:16])[N:9]=[C:10]([CH:11]=[O:14])[C:3]=12. The catalyst class is: 30. (5) Reactant: [Br-].[OH:2][CH2:3][CH2:4][CH2:5][P+](C1C=CC=CC=1)(C1C=CC=CC=1)C1C=CC=CC=1.[H-].[Na+].[CH2:27]([O:34][C:35]1[CH:42]=[CH:41][C:38]([CH:39]=O)=[CH:37][CH:36]=1)[C:28]1[CH:33]=[CH:32][CH:31]=[CH:30][CH:29]=1. Product: [CH2:27]([O:34][C:35]1[CH:42]=[CH:41][C:38]([CH:39]=[CH:5][CH2:4][CH2:3][OH:2])=[CH:37][CH:36]=1)[C:28]1[CH:33]=[CH:32][CH:31]=[CH:30][CH:29]=1. The catalyst class is: 1. (6) Reactant: [Si:1]([O:18][CH2:19][C:20]1[CH:21]=[C:22]([CH:34]=[CH:35][CH:36]=1)[CH:23]=[C:24]1[C:29](=[O:30])[O:28][C:27]([CH3:32])([CH3:31])[O:26][C:25]1=[O:33])([C:14]([CH3:17])([CH3:16])[CH3:15])([C:8]1[CH:13]=[CH:12][CH:11]=[CH:10][CH:9]=1)[C:2]1[CH:7]=[CH:6][CH:5]=[CH:4][CH:3]=1.[CH:37]1([Mg]Br)[CH2:39][CH2:38]1.Cl.O. Product: [Si:1]([O:18][CH2:19][C:20]1[CH:21]=[C:22]([CH:23]([CH:37]2[CH2:39][CH2:38]2)[CH:24]2[C:25](=[O:33])[O:26][C:27]([CH3:31])([CH3:32])[O:28][C:29]2=[O:30])[CH:34]=[CH:35][CH:36]=1)([C:14]([CH3:15])([CH3:16])[CH3:17])([C:2]1[CH:7]=[CH:6][CH:5]=[CH:4][CH:3]=1)[C:8]1[CH:13]=[CH:12][CH:11]=[CH:10][CH:9]=1. The catalyst class is: 1. (7) Reactant: [CH3:1][C:2]1[O:3][C:4]2[C:9]([C:10](=[O:12])[CH:11]=1)=[CH:8][CH:7]=[CH:6][C:5]=2[CH:13]=[C:14]([C:22](=O)[CH3:23])[C:15]([O:17][CH2:18][CH:19]1[CH2:21][CH2:20]1)=[O:16].[NH2:25][C:26]([CH3:31])=[CH:27][C:28](=[O:30])[CH3:29]. Product: [C:28]([C:27]1[CH:13]([C:5]2[CH:6]=[CH:7][CH:8]=[C:9]3[C:4]=2[O:3][C:2]([CH3:1])=[CH:11][C:10]3=[O:12])[C:14]([C:15]([O:17][CH2:18][CH:19]2[CH2:21][CH2:20]2)=[O:16])=[C:22]([CH3:23])[NH:25][C:26]=1[CH3:31])(=[O:30])[CH3:29]. The catalyst class is: 8. (8) Reactant: Cl[C:2]1[N:3]=[CH:4][C:5]2[C:11]([CH:12]([F:14])[F:13])=[N:10][CH:9]=[C:8]([I:15])[C:6]=2[N:7]=1.C(N(C(C)C)C(C)C)C.C(O)C.[C:28]([O:32][C:33](=[O:42])[NH:34][C@H:35]1[CH2:40][CH2:39][CH2:38][CH2:37][C@H:36]1[NH2:41])([CH3:31])([CH3:30])[CH3:29]. Product: [C:28]([O:32][C:33](=[O:42])[NH:34][C@H:35]1[CH2:40][CH2:39][CH2:38][CH2:37][C@H:36]1[NH:41][C:2]1[N:3]=[CH:4][C:5]2[C:11]([CH:12]([F:14])[F:13])=[N:10][CH:9]=[C:8]([I:15])[C:6]=2[N:7]=1)([CH3:31])([CH3:29])[CH3:30]. The catalyst class is: 10. (9) The catalyst class is: 13. Product: [C:1]([SiH2:5][O:6][C:7]([CH3:25])([CH3:24])[C:8]1[CH:9]=[N:10][CH:11]=[CH:12][C:13]=1[C:14]1[CH:15]=[C:16]([CH2:17][OH:18])[CH:19]=[CH:20][C:21]=1[O:22][CH3:23])([CH3:4])([CH3:2])[CH3:3]. Reactant: [C:1]([SiH2:5][O:6][C:7]([CH3:25])([CH3:24])[C:8]1[CH:9]=[N:10][CH:11]=[CH:12][C:13]=1[C:14]1[CH:15]=[C:16]([CH:19]=[CH:20][C:21]=1[O:22][CH3:23])[CH:17]=[O:18])([CH3:4])([CH3:3])[CH3:2].C(O)C.[BH4-].[Na+]. (10) Reactant: [CH3:1][C:2]1[N:3]=[N:4][N:5]([CH2:7][C:8]2[CH:13]=[C:12]([C:14]([F:17])([F:16])[F:15])[CH:11]=[CH:10][C:9]=2/[CH:18]=[CH:19]/[C:20]([OH:22])=O)[N:6]=1.[CH3:23][C:24]1[O:28][N:27]=[C:26]([CH:29]2[CH2:34][CH2:33][NH:32][CH2:31][CH2:30]2)[N:25]=1.CCN(C(C)C)C(C)C.C(P1(=O)OP(CCC)(=O)OP(CCC)(=O)O1)CC. Product: [CH3:23][C:24]1[O:28][N:27]=[C:26]([CH:29]2[CH2:34][CH2:33][N:32]([C:20](=[O:22])/[CH:19]=[CH:18]/[C:9]3[CH:10]=[CH:11][C:12]([C:14]([F:15])([F:16])[F:17])=[CH:13][C:8]=3[CH2:7][N:5]3[N:4]=[N:3][C:2]([CH3:1])=[N:6]3)[CH2:31][CH2:30]2)[N:25]=1. The catalyst class is: 3.